From a dataset of Full USPTO retrosynthesis dataset with 1.9M reactions from patents (1976-2016). Predict the reactants needed to synthesize the given product. (1) Given the product [CH3:1][O:2][C:3](=[O:27])[C@H:4]([N:8]([CH2:30][CH:29]=[CH2:28])[S:9]([C:12]1[CH:17]=[CH:16][C:15]([O:18][CH2:19][C:20]2[CH:21]=[CH:22][C:23]([F:26])=[CH:24][CH:25]=2)=[CH:14][CH:13]=1)(=[O:11])=[O:10])[C@@H:5]([OH:7])[CH3:6], predict the reactants needed to synthesize it. The reactants are: [CH3:1][O:2][C:3](=[O:27])[C@H:4]([NH:8][S:9]([C:12]1[CH:17]=[CH:16][C:15]([O:18][CH2:19][C:20]2[CH:25]=[CH:24][C:23]([F:26])=[CH:22][CH:21]=2)=[CH:14][CH:13]=1)(=[O:11])=[O:10])[C@@H:5]([OH:7])[CH3:6].[CH2:28](I)[CH:29]=[CH2:30].C(=O)([O-])[O-].[Cs+].[Cs+].C(OCC)C. (2) Given the product [F:8][C:6]1[CH:5]=[C:4]([CH2:9][C:10]([NH:12][C@H:13]([C:15]([NH:30][CH:31]2[CH2:32][CH2:33][CH2:34][CH2:29][CH2:22][NH:21][C:20](=[O:35])[CH2:19]2)=[O:17])[CH3:14])=[O:11])[CH:3]=[C:2]([F:1])[CH:7]=1, predict the reactants needed to synthesize it. The reactants are: [F:1][C:2]1[CH:3]=[C:4]([CH2:9][C:10]([NH:12][C@H:13]([C:15]([OH:17])=O)[CH3:14])=[O:11])[CH:5]=[C:6]([F:8])[CH:7]=1.N[CH:19]1C2C(=CC=CC=2)[CH:22]([C:29]2[CH:34]=[CH:33][CH:32]=[CH:31][N:30]=2)[NH:21][C:20]1=[O:35].